Dataset: Forward reaction prediction with 1.9M reactions from USPTO patents (1976-2016). Task: Predict the product of the given reaction. (1) Given the reactants [Cl:1][C:2]1[N:3]=[C:4]([O:13][C@@H:14]([C@@H:16]2[CH2:20][C:19](=[O:21])[N:18]([C@@H](C3C=CC(OC)=CC=3)C)[CH2:17]2)[CH3:15])[C:5]2[N:6]([N:8]=[CH:9][C:10]=2[C:11]#[N:12])[CH:7]=1, predict the reaction product. The product is: [Cl:1][C:2]1[N:3]=[C:4]([O:13][C@@H:14]([C@@H:16]2[CH2:20][C:19](=[O:21])[NH:18][CH2:17]2)[CH3:15])[C:5]2[N:6]([N:8]=[CH:9][C:10]=2[C:11]#[N:12])[CH:7]=1. (2) Given the reactants [H-].[H-].[H-].[H-].[Li+].[Al+3].CN(OC)[C:9]([C@@H:11]([NH:14][C:15](=[O:21])[O:16][C:17]([CH3:20])([CH3:19])[CH3:18])[CH2:12][CH3:13])=[O:10], predict the reaction product. The product is: [CH:9]([C@@H:11]([NH:14][C:15](=[O:21])[O:16][C:17]([CH3:20])([CH3:19])[CH3:18])[CH2:12][CH3:13])=[O:10]. (3) Given the reactants Br[C:2]1[C:10]2[C:5](=[CH:6][C:7]([C:11]3[CH:12]=[C:13]([CH:19]=[C:20]([F:23])[C:21]=3[CH3:22])[C:14]([NH:16][CH2:17][CH3:18])=[O:15])=[CH:8][CH:9]=2)[NH:4][N:3]=1.[CH3:24][C:25]1[C:29](B(O)O)=[C:28]([CH3:33])[O:27][N:26]=1.C(=O)([O-])O.[Na+], predict the reaction product. The product is: [CH3:24][C:25]1[C:29]([C:2]2[C:10]3[C:5](=[CH:6][C:7]([C:11]4[CH:12]=[C:13]([CH:19]=[C:20]([F:23])[C:21]=4[CH3:22])[C:14]([NH:16][CH2:17][CH3:18])=[O:15])=[CH:8][CH:9]=3)[NH:4][N:3]=2)=[C:28]([CH3:33])[O:27][N:26]=1. (4) Given the reactants Cl.[I:2][C:3]1[CH:4]=[CH:5][C:6]2[N:7]([CH:9]=[C:10]([NH2:12])[N:11]=2)[N:8]=1.[CH:13]1([C:16](Cl)=[O:17])[CH2:15][CH2:14]1.O, predict the reaction product. The product is: [I:2][C:3]1[CH:4]=[CH:5][C:6]2[N:7]([CH:9]=[C:10]([NH:12][C:16]([CH:13]3[CH2:15][CH2:14]3)=[O:17])[N:11]=2)[N:8]=1. (5) The product is: [Br:1][C:2]1[CH:7]=[CH:6][C:5]([CH:8]=[CH:9][C:10]([C:12]2[CH:17]=[CH:16][C:15]([N:22]([CH3:21])[CH3:19])=[CH:14][CH:13]=2)=[O:11])=[CH:4][CH:3]=1. Given the reactants [Br:1][C:2]1[CH:7]=[CH:6][C:5]([CH:8]=[CH:9][C:10]([C:12]2[CH:17]=[CH:16][C:15](N)=[CH:14][CH:13]=2)=[O:11])=[CH:4][CH:3]=1.[CH2:19]=O.[C:21]([BH3-])#[N:22].[Na+].[OH-].[Na+], predict the reaction product. (6) Given the reactants [Br:1][C:2]1[CH:7]=[C:6]([C:8]2[CH:13]=[CH:12][CH:11]=[CH:10][CH:9]=2)[C:5]([CH:14]=[O:15])=[CH:4][CH:3]=1.[Si]([C:20]([F:23])([F:22])[F:21])(C)(C)C.CCCC[N+](CCCC)(CCCC)CCCC.[F-].Cl, predict the reaction product. The product is: [Br:1][C:2]1[CH:3]=[CH:4][C:5]([CH:14]([OH:15])[C:20]([F:23])([F:22])[F:21])=[C:6]([C:8]2[CH:13]=[CH:12][CH:11]=[CH:10][CH:9]=2)[CH:7]=1. (7) Given the reactants [NH2:1][C:2]1[CH:8]=[CH:7][C:5]([NH2:6])=[C:4]([N+:9]([O-:11])=[O:10])[CH:3]=1.[F:12][C:13]1[CH:20]=[CH:19][C:16]([CH:17]=O)=[CH:15][CH:14]=1.[BH4-].[Na+].O, predict the reaction product. The product is: [F:12][C:13]1[CH:20]=[CH:19][C:16]([CH2:17][NH:1][C:2]2[CH:8]=[CH:7][C:5]([NH2:6])=[C:4]([N+:9]([O-:11])=[O:10])[CH:3]=2)=[CH:15][CH:14]=1.